The task is: Predict the reaction yield, written as a fraction of the theoretical maximum amount of product (1.0 means a 100% yield; for example, 0.34 means a 34% yield).. This data is from Reaction yield outcomes from USPTO patents with 853,638 reactions. (1) The yield is 0.860. The product is [NH2:1][CH:2]([C:7]1[CH:12]=[CH:11][C:10]([Cl:13])=[CH:9][CH:8]=1)[C:3]([NH2:14])=[O:4]. No catalyst specified. The reactants are [NH2:1][CH:2]([C:7]1[CH:12]=[CH:11][C:10]([Cl:13])=[CH:9][CH:8]=1)[C:3](OC)=[O:4].[NH3:14]. (2) The reactants are [CH:1]([C:3]1[CH:18]=[CH:17][C:6]([O:7][C:8]2[CH:16]=[CH:15][C:11]([C:12]([NH2:14])=[O:13])=[CH:10][N:9]=2)=[C:5]([O:19][CH3:20])[CH:4]=1)=O.[CH2:21]([NH2:27])[CH2:22][CH2:23][CH2:24][CH2:25][CH3:26]. No catalyst specified. The product is [CH2:21]([NH:27][CH2:1][C:3]1[CH:18]=[CH:17][C:6]([O:7][C:8]2[CH:16]=[CH:15][C:11]([C:12]([NH2:14])=[O:13])=[CH:10][N:9]=2)=[C:5]([O:19][CH3:20])[CH:4]=1)[CH2:22][CH2:23][CH2:24][CH2:25][CH3:26]. The yield is 0.730. (3) The reactants are [CH3:1][NH:2][S:3]([NH:6][CH2:7][C:8]([O:10]CC)=O)(=[O:5])=[O:4].O(C(C)(C)C)[K]. The catalyst is CN(C=O)C. The product is [CH3:1][N:2]1[C:8](=[O:10])[CH2:7][NH:6][S:3]1(=[O:5])=[O:4]. The yield is 0.540. (4) The reactants are [Cl:1][C:2]1[CH:10]=[C:9]2[C:5]([C:6]([C:11](=[O:16])[C:12]([F:15])([F:14])[F:13])=[CH:7][NH:8]2)=[CH:4][CH:3]=1.C(=O)([O-])[O-].[K+].[K+].I[CH:24]([CH3:26])[CH3:25]. The catalyst is CN(C)C=O. The product is [Cl:1][C:2]1[CH:10]=[C:9]2[C:5]([C:6]([C:11](=[O:16])[C:12]([F:13])([F:14])[F:15])=[CH:7][N:8]2[CH:24]([CH3:26])[CH3:25])=[CH:4][CH:3]=1. The yield is 0.830. (5) The reactants are [S:1]1[C:5]2[C:6]3([CH2:14][CH2:13][NH:12][CH2:11][CH2:10]3)[O:7][CH2:8][CH2:9][C:4]=2[CH:3]=[CH:2]1.S(Cl)([Cl:18])(=O)=O.CO. The catalyst is C(O)(=O)C.C(OC)(C)(C)C. The product is [ClH:18].[Cl:18][C:2]1[S:1][C:5]2[C:6]3([CH2:14][CH2:13][NH:12][CH2:11][CH2:10]3)[O:7][CH2:8][CH2:9][C:4]=2[CH:3]=1. The yield is 0.600. (6) The reactants are Br[C:2]1[CH:25]=[CH:24][C:5]([O:6][C:7]2[CH:12]=[CH:11][C:10]([S:13]([NH:16][C:17]3[S:18][CH:19]=[CH:20][N:21]=3)(=[O:15])=[O:14])=[CH:9][C:8]=2[C:22]#[N:23])=[C:4]([C:26]2[N:30]([CH3:31])[N:29]=[CH:28][CH:27]=2)[CH:3]=1.[C:32]([O:36][C:37]([NH:39][CH2:40][C:41]1[CH:42]=[C:43](B(O)O)[CH:44]=[CH:45][CH:46]=1)=[O:38])([CH3:35])([CH3:34])[CH3:33].C(=O)([O-])[O-].[Na+].[Na+].O. The catalyst is O1CCOCC1.[Pd](Cl)Cl.C1(P(C2C=CC=CC=2)C2C=CC=CC=2)C=CC=CC=1.C1(P(C2C=CC=CC=2)C2C=CC=CC=2)C=CC=CC=1. The product is [C:22]([C:8]1[CH:9]=[C:10]([S:13]([NH:16][C:17]2[S:18][CH:19]=[CH:20][N:21]=2)(=[O:15])=[O:14])[CH:11]=[CH:12][C:7]=1[O:6][C:5]1[CH:24]=[CH:25][C:2]([C:45]2[CH:44]=[CH:43][CH:42]=[C:41]([CH2:40][NH:39][C:37](=[O:38])[O:36][C:32]([CH3:34])([CH3:33])[CH3:35])[CH:46]=2)=[CH:3][C:4]=1[C:26]1[N:30]([CH3:31])[N:29]=[CH:28][CH:27]=1)#[N:23]. The yield is 0.610. (7) The reactants are [NH2:1][CH2:2][CH:3]([OH:6])[CH2:4][NH2:5].[O-]S([O-])(=O)=O.[Na+].[Na+].[CH:14](=O)[C:15]1[CH:20]=[CH:19][CH:18]=[CH:17][CH:16]=1.[BH4-].[Na+]. The catalyst is C(Cl)Cl.O. The product is [CH2:14]([NH:1][CH2:2][CH:3]([OH:6])[CH2:4][NH:5][CH2:14][C:15]1[CH:20]=[CH:19][CH:18]=[CH:17][CH:16]=1)[C:15]1[CH:20]=[CH:19][CH:18]=[CH:17][CH:16]=1. The yield is 0.620. (8) The reactants are [N+]([O-])(O)=O.OS(O)(=O)=O.[CH3:10][C:11]1C=C(C=CC=1)C(O)=O.CC1C([N+]([O-])=O)=C(C([N+]([O-])=O)=CC=1)C(O)=O.[CH3:36][C:37]1[C:38]([N+:49]([O-:51])=[O:50])=[CH:39][C:40]([N+:46]([O-:48])=[O:47])=[C:41]([CH:45]=1)[C:42]([OH:44])=[O:43].O=S(Cl)Cl. The catalyst is CCO. The product is [CH2:10]([O:43][C:42](=[O:44])[C:41]1[CH:45]=[C:37]([CH3:36])[C:38]([N+:49]([O-:51])=[O:50])=[CH:39][C:40]=1[N+:46]([O-:48])=[O:47])[CH3:11]. The yield is 0.200. (9) The reactants are C(Cl)(=O)C([Cl:4])=O.[CH3:7][N:8]1[C:17]2[C:12](=[CH:13][C:14]([S:18]([OH:21])(=O)=[O:19])=[CH:15][CH:16]=2)[CH2:11][CH2:10][CH2:9]1. The catalyst is ClCCl.CN(C)C=O.O. The product is [CH3:7][N:8]1[C:17]2[C:12](=[CH:13][C:14]([S:18]([Cl:4])(=[O:21])=[O:19])=[CH:15][CH:16]=2)[CH2:11][CH2:10][CH2:9]1. The yield is 0.200.